Dataset: Reaction yield outcomes from USPTO patents with 853,638 reactions. Task: Predict the reaction yield, written as a fraction of the theoretical maximum amount of product (1.0 means a 100% yield; for example, 0.34 means a 34% yield). (1) The reactants are [Li+].[OH-].[O:3]=[C:4]1[C@H:10]([CH2:11][C:12]([O:14]C)=[O:13])[CH2:9][C:8]2[CH:16]=[CH:17][C:18]([O:20][CH2:21][CH2:22][CH2:23][NH:24][C:25]3[CH:30]=[CH:29][CH:28]=[CH:27][N:26]=3)=[CH:19][C:7]=2[CH2:6][N:5]1[CH2:31][CH2:32][C:33]1[CH:38]=[CH:37][CH:36]=[CH:35][CH:34]=1. The catalyst is C1COCC1.O. The product is [O:3]=[C:4]1[C@H:10]([CH2:11][C:12]([OH:14])=[O:13])[CH2:9][C:8]2[CH:16]=[CH:17][C:18]([O:20][CH2:21][CH2:22][CH2:23][NH:24][C:25]3[CH:30]=[CH:29][CH:28]=[CH:27][N:26]=3)=[CH:19][C:7]=2[CH2:6][N:5]1[CH2:31][CH2:32][C:33]1[CH:38]=[CH:37][CH:36]=[CH:35][CH:34]=1. The yield is 0.480. (2) The reactants are [Cl:1][C:2]1[CH:7]=[CH:6][N:5]=[C:4]2[NH:8][N:9]=[CH:10][C:3]=12.[OH-].[K+].[I:13]I. The catalyst is CN(C=O)C. The product is [Cl:1][C:2]1[CH:7]=[CH:6][N:5]=[C:4]2[NH:8][N:9]=[C:10]([I:13])[C:3]=12. The yield is 1.00.